The task is: Predict the product of the given reaction.. This data is from Forward reaction prediction with 1.9M reactions from USPTO patents (1976-2016). (1) Given the reactants [CH3:1][O:2][C:3](=[O:11])[CH:4]([CH3:10])[CH2:5][NH:6][CH2:7][CH:8]=[CH2:9].[Cl:12][C:13]1[N:18]=[C:17](Cl)[C:16]([N+:20]([O-:22])=[O:21])=[CH:15][N:14]=1.C(=O)(O)[O-].[K+], predict the reaction product. The product is: [CH3:1][O:2][C:3](=[O:11])[CH:4]([CH3:10])[CH2:5][N:6]([CH2:7][CH:8]=[CH2:9])[C:17]1[C:16]([N+:20]([O-:22])=[O:21])=[CH:15][N:14]=[C:13]([Cl:12])[N:18]=1. (2) Given the reactants N1CCCCC1.C(O)(=O)C.[C:11]12([C:21]3[C:29]4[O:28][C:27]([CH3:30])=[N:26][C:25]=4[CH:24]=[C:23]([C:31]4[N:36]=[CH:35][C:34]([CH:37]=O)=[CH:33][CH:32]=4)[CH:22]=3)[CH2:20][CH:15]3[CH2:16][CH:17]([CH2:19][CH:13]([CH2:14]3)[CH2:12]1)[CH2:18]2.[S:39]1[CH2:43][C:42](=[O:44])[NH:41][C:40]1=[O:45], predict the reaction product. The product is: [C:11]12([C:21]3[C:29]4[O:28][C:27]([CH3:30])=[N:26][C:25]=4[CH:24]=[C:23]([C:31]4[N:36]=[CH:35][C:34]([CH:37]=[C:43]5[S:39][C:40](=[O:45])[NH:41][C:42]5=[O:44])=[CH:33][CH:32]=4)[CH:22]=3)[CH2:18][CH:17]3[CH2:16][CH:15]([CH2:14][CH:13]([CH2:19]3)[CH2:12]1)[CH2:20]2. (3) The product is: [CH2:41]([N:48]([S:49]([CH2:52][CH2:53][CH2:54][Cl:55])(=[O:51])=[O:50])[C:23]([C:20]1[CH:21]=[C:22]2[C:17]([C:16]([CH:26]3[CH2:31][CH2:30][CH2:29][CH2:28][CH2:27]3)=[C:15]([C:32]3[CH:37]=[CH:36][CH:35]=[CH:34][CH:33]=3)[N:14]2[CH2:13][C:12]([N:11]([CH3:39])[CH2:10][CH2:9][N:8]([CH3:40])[C:6](=[O:7])[O:5][C:1]([CH3:2])([CH3:3])[CH3:4])=[O:38])=[CH:18][CH:19]=1)=[O:24])[C:42]1[CH:43]=[CH:44][CH:45]=[CH:46][CH:47]=1. Given the reactants [C:1]([O:5][C:6]([N:8]([CH3:40])[CH2:9][CH2:10][N:11]([CH3:39])[C:12](=[O:38])[CH2:13][N:14]1[C:22]2[C:17](=[CH:18][CH:19]=[C:20]([C:23](O)=[O:24])[CH:21]=2)[C:16]([CH:26]2[CH2:31][CH2:30][CH2:29][CH2:28][CH2:27]2)=[C:15]1[C:32]1[CH:37]=[CH:36][CH:35]=[CH:34][CH:33]=1)=[O:7])([CH3:4])([CH3:3])[CH3:2].[CH2:41]([NH:48][S:49]([CH2:52][CH2:53][CH2:54][Cl:55])(=[O:51])=[O:50])[C:42]1[CH:47]=[CH:46][CH:45]=[CH:44][CH:43]=1.CCN=C=NCCCN(C)C.Cl, predict the reaction product. (4) Given the reactants [C:1]([O:5][C:6](=[O:35])[NH:7][C:8]1[S:9][C:10](Br)=[CH:11][C:12]=1[C:13]([N:15]1[CH2:20][CH2:19][CH:18]([N:21]2[CH2:33][CH2:32][CH2:31][C:23]3([C:27](=[O:28])[O:26][C:25]([CH3:30])([CH3:29])[CH2:24]3)[CH2:22]2)[CH2:17][CH2:16]1)=[O:14])([CH3:4])([CH3:3])[CH3:2].[N:36]1[CH:41]=[CH:40][CH:39]=[C:38](B(O)O)[CH:37]=1, predict the reaction product. The product is: [C:1]([O:5][C:6](=[O:35])[NH:7][C:8]1[S:9][C:10]([C:38]2[CH:37]=[N:36][CH:41]=[CH:40][CH:39]=2)=[CH:11][C:12]=1[C:13]([N:15]1[CH2:20][CH2:19][CH:18]([N:21]2[CH2:33][CH2:32][CH2:31][C:23]3([C:27](=[O:28])[O:26][C:25]([CH3:30])([CH3:29])[CH2:24]3)[CH2:22]2)[CH2:17][CH2:16]1)=[O:14])([CH3:4])([CH3:3])[CH3:2]. (5) Given the reactants [C:1]([OH:4])(=[O:3])C.NC[C@@H]([C:16]1[CH:25]=[CH:24][C:23](O)=[C:22]2[C:17]=1[CH:18]=[CH:19][C:20](=O)[NH:21]2)O[Si](C(C)(C)C)(C)C.C(O[BH-](O[C:38](=O)[CH3:39])OC(=O)C)(=O)C.[Na+].Cl[CH2:43]Cl, predict the reaction product. The product is: [C:17]1([C:18]2[CH:19]=[CH:20][CH:39]=[CH:38][CH:43]=2)[CH:16]=[CH:25][CH:24]=[CH:23][C:22]=1[NH:21][C:1](=[O:3])[OH:4]. (6) Given the reactants [CH2:1]([N:3]1[C:7]2[CH:8]=[CH:9][C:10]([C:12]([OH:14])=O)=[CH:11][C:6]=2[N:5]=[C:4]1[NH:15][C:16]1[S:17][C:18]2[CH:24]=[C:23]([C:25]([F:28])([F:27])[F:26])[CH:22]=[CH:21][C:19]=2[N:20]=1)[CH3:2].[CH2:29]([O:31][CH2:32][CH2:33][NH2:34])[CH3:30].CN(C(ON1N=NC2C=CC=CC1=2)=[N+](C)C)C.F[P-](F)(F)(F)(F)F.CCN(C(C)C)C(C)C, predict the reaction product. The product is: [CH2:29]([O:31][CH2:32][CH2:33][NH:34][C:12]([C:10]1[CH:9]=[CH:8][C:7]2[N:3]([CH2:1][CH3:2])[C:4]([NH:15][C:16]3[S:17][C:18]4[CH:24]=[C:23]([C:25]([F:26])([F:28])[F:27])[CH:22]=[CH:21][C:19]=4[N:20]=3)=[N:5][C:6]=2[CH:11]=1)=[O:14])[CH3:30].